This data is from Reaction yield outcomes from USPTO patents with 853,638 reactions. The task is: Predict the reaction yield, written as a fraction of the theoretical maximum amount of product (1.0 means a 100% yield; for example, 0.34 means a 34% yield). The catalyst is CO.O. The product is [CH3:29][N:9]1[C:10]([C:11](=[O:28])[NH:12][C:13]2[CH:14]=[CH:15][C:16]3[N:17]([N:19]=[C:20]([N:22]4[CH2:23][CH2:24][O:25][CH2:26][CH2:27]4)[N:21]=3)[CH:18]=2)=[C:6]([C:4]([OH:5])=[O:3])[CH:7]=[N:8]1. The reactants are C([O:3][C:4]([C:6]1[CH:7]=[N:8][N:9]([CH3:29])[C:10]=1[C:11](=[O:28])[NH:12][C:13]1[CH:14]=[CH:15][C:16]2[N:17]([N:19]=[C:20]([N:22]3[CH2:27][CH2:26][O:25][CH2:24][CH2:23]3)[N:21]=2)[CH:18]=1)=[O:5])C.O.[OH-].[Li+]. The yield is 0.710.